This data is from Full USPTO retrosynthesis dataset with 1.9M reactions from patents (1976-2016). The task is: Predict the reactants needed to synthesize the given product. (1) Given the product [Br:1][C:2]1[CH:3]=[C:4]([N:8]([CH3:13])[S:9]([CH3:12])(=[O:10])=[O:11])[CH:5]=[CH:6][CH:7]=1, predict the reactants needed to synthesize it. The reactants are: [Br:1][C:2]1[CH:3]=[C:4]([NH:8][S:9]([CH3:12])(=[O:11])=[O:10])[CH:5]=[CH:6][CH:7]=1.[C:13](=O)([O-])[O-].[K+].[K+].IC. (2) Given the product [NH2:35][C@@H:34]([CH2:33][C:32]1[CH:39]=[CH:40][C:29]([C:2]2[CH:7]=[C:6]([O:8][CH:9]([C:14]3[CH:19]=[CH:18][C:17]([C:20]4[CH:24]=[CH:23][O:22][CH:21]=4)=[CH:16][CH:15]=3)[C:10]([F:13])([F:12])[F:11])[N:5]=[C:4]([NH2:25])[N:3]=2)=[CH:30][CH:31]=1)[C:36]([OH:38])=[O:37], predict the reactants needed to synthesize it. The reactants are: Cl[C:2]1[CH:7]=[C:6]([O:8][CH:9]([C:14]2[CH:19]=[CH:18][C:17]([C:20]3[CH:24]=[CH:23][O:22][CH:21]=3)=[CH:16][CH:15]=2)[C:10]([F:13])([F:12])[F:11])[N:5]=[C:4]([NH2:25])[N:3]=1.B([C:29]1[CH:40]=[CH:39][C:32]([CH2:33][C@@H:34]([C:36]([OH:38])=[O:37])[NH2:35])=[CH:31][CH:30]=1)(O)O.C(#N)C.C(=O)([O-])[O-].[Na+].[Na+]. (3) Given the product [CH3:18][C:19]1[CH:24]=[C:23]([C:2]2[S:6][C:5]([C:7]3([S:11]([NH:14][C:15](=[O:17])[CH3:16])(=[O:13])=[O:12])[CH2:10][CH2:9][CH2:8]3)=[N:4][CH:3]=2)[CH:22]=[C:21]([NH:34][C:35]2[N:40]=[C:39]([C:41]([F:44])([F:42])[F:43])[CH:38]=[CH:37][N:36]=2)[CH:20]=1, predict the reactants needed to synthesize it. The reactants are: Br[C:2]1[S:6][C:5]([C:7]2([S:11]([NH:14][C:15](=[O:17])[CH3:16])(=[O:13])=[O:12])[CH2:10][CH2:9][CH2:8]2)=[N:4][CH:3]=1.[CH3:18][C:19]1[CH:20]=[C:21]([NH:34][C:35]2[N:40]=[C:39]([C:41]([F:44])([F:43])[F:42])[CH:38]=[CH:37][N:36]=2)[CH:22]=[C:23](B2OC(C)(C)C(C)(C)O2)[CH:24]=1.O1CCOCC1.C([O-])([O-])=O.[Na+].[Na+]. (4) Given the product [Br:1][C:2]1[CH:10]=[CH:9][C:5]([C:6]([NH:14][CH2:13][C:18]([OH:22])([CH3:19])[CH3:25])=[O:8])=[CH:4][C:3]=1[O:11][CH3:12], predict the reactants needed to synthesize it. The reactants are: [Br:1][C:2]1[CH:10]=[CH:9][C:5]([C:6]([OH:8])=O)=[CH:4][C:3]=1[O:11][CH3:12].[CH3:13][N:14](C=O)C.[C:18](Cl)(=[O:22])[C:19](Cl)=O.Cl[CH2:25]Cl. (5) Given the product [NH2:8][C:6]1[CH:7]=[C:2]([F:1])[C:3]([N:11]2[CH2:15][CH2:14][C@H:13]([OH:16])[CH2:12]2)=[N:4][CH:5]=1, predict the reactants needed to synthesize it. The reactants are: [F:1][C:2]1[C:3]([N:11]2[CH2:15][CH2:14][C@H:13]([OH:16])[CH2:12]2)=[N:4][CH:5]=[C:6]([N+:8]([O-])=O)[CH:7]=1.[Cl-].[NH4+]. (6) Given the product [CH2:19]=[C:2]1[CH2:7][CH2:6][CH2:5][CH2:4][CH:3]1[N:8]1[C:16](=[O:17])[C:15]2[C:10](=[CH:11][CH:12]=[CH:13][CH:14]=2)[C:9]1=[O:18], predict the reactants needed to synthesize it. The reactants are: O=[C:2]1[CH2:7][CH2:6][CH2:5][CH2:4][CH:3]1[N:8]1[C:16](=[O:17])[C:15]2[C:10](=[CH:11][CH:12]=[CH:13][CH:14]=2)[C:9]1=[O:18].[CH3:19]C(C)([O-])C.[K+]. (7) Given the product [OH:34][C:26]1[CH:25]=[CH:24][C:23]([CH:21]([OH:22])[CH2:20][NH:19][CH:15]2[CH2:16][CH2:17][N:12]([C:9]3[CH:10]=[CH:11][C:6]([C:5]4[NH:4][N:3]=[N:2][N:1]=4)=[CH:7][CH:8]=3)[CH2:13][CH2:14]2)=[CH:28][C:27]=1[NH:29][S:30]([CH3:33])(=[O:32])=[O:31], predict the reactants needed to synthesize it. The reactants are: [NH:1]1[C:5]([C:6]2[CH:11]=[CH:10][C:9]([N:12]3[CH2:17][CH2:16][C:15](=O)[CH2:14][CH2:13]3)=[CH:8][CH:7]=2)=[N:4][N:3]=[N:2]1.[NH2:19][CH2:20][C@@H:21]([C:23]1[CH:24]=[CH:25][C:26]([OH:34])=[C:27]([NH:29][S:30]([CH3:33])(=[O:32])=[O:31])[CH:28]=1)[OH:22].